Predict the product of the given reaction. From a dataset of Forward reaction prediction with 1.9M reactions from USPTO patents (1976-2016). Given the reactants [NH2:1][C:2]1[S:6][C:5]([C:7]([O:9][CH3:10])=[O:8])=[C:4]([CH3:11])[C:3]=1[C:12]#[N:13].C(N(CC)C(C)C)(C)C.[C:23](O[C:23]([O:25][C:26]([CH3:29])([CH3:28])[CH3:27])=[O:24])([O:25][C:26]([CH3:29])([CH3:28])[CH3:27])=[O:24], predict the reaction product. The product is: [C:26]([O:25][C:23]([NH:1][C:2]1[S:6][C:5]([C:7]([O:9][CH3:10])=[O:8])=[C:4]([CH3:11])[C:3]=1[C:12]#[N:13])=[O:24])([CH3:29])([CH3:28])[CH3:27].